From a dataset of Catalyst prediction with 721,799 reactions and 888 catalyst types from USPTO. Predict which catalyst facilitates the given reaction. (1) Reactant: Cl[C:2]1[N:7]=[C:6]([N:8]2[CH2:13][CH2:12][CH2:11][C@@H:10]([NH:14][C:15](=[O:19])[N:16]([CH3:18])[CH3:17])[C@H:9]2C)[CH:5]=[N:4][C:3]=1[C:21]#[N:22].[NH2:23][C:24]1[CH:29]=[CH:28][C:27]([C:30]2([CH3:43])[CH2:35][CH2:34][N:33]([C:36]([O:38][C:39]([CH3:42])([CH3:41])[CH3:40])=[O:37])[CH2:32][CH2:31]2)=[CH:26][CH:25]=1.C(=O)([O-])[O-].[Cs+].[Cs+].C1C=CC(P(C2C(C3C(P(C4C=CC=CC=4)C4C=CC=CC=4)=CC=C4C=3C=CC=C4)=C3C(C=CC=C3)=CC=2)C2C=CC=CC=2)=CC=1. Product: [C:21]([C:3]1[C:2]([NH:23][C:24]2[CH:29]=[CH:28][C:27]([C:30]3([CH3:43])[CH2:31][CH2:32][N:33]([C:36]([O:38][C:39]([CH3:42])([CH3:41])[CH3:40])=[O:37])[CH2:34][CH2:35]3)=[CH:26][CH:25]=2)=[N:7][C:6]([N:8]2[CH2:13][CH2:12][CH2:11][C@@H:10]([NH:14][C:15]([N:16]([CH3:17])[CH3:18])=[O:19])[CH2:9]2)=[CH:5][N:4]=1)#[N:22]. The catalyst class is: 231. (2) Reactant: C([N-]C(C)C)(C)C.[Li+].C([Li])CCC.C(NC(C)C)(C)C.[CH3:21][O:22][C:23](=[O:33])[CH2:24][O:25][CH2:26][C:27]1[CH:32]=[CH:31][CH:30]=[CH:29][CH:28]=1.C[O:35][C:36](=O)[C:37]([O:39][C:40]([CH3:43])([CH3:42])[CH3:41])=[O:38]. Product: [CH3:21][O:22][C:23](=[O:33])/[C:24](/[O:25][CH2:26][C:27]1[CH:32]=[CH:31][CH:30]=[CH:29][CH:28]=1)=[C:36](\[OH:35])/[C:37]([O:39][C:40]([CH3:43])([CH3:42])[CH3:41])=[O:38]. The catalyst class is: 7. (3) Product: [I:1][C:2]1[C:19](=[O:20])[N:18]([CH3:21])[C:5]2[CH2:6][CH2:7][NH:8][CH2:9][CH:10]([CH3:11])[C:4]=2[CH:3]=1. The catalyst class is: 5. Reactant: [I:1][C:2]1[C:19](=[O:20])[N:18]([CH3:21])[C:5]2[CH2:6][CH2:7][N:8](C(=O)C(F)(F)F)[CH2:9][CH:10]([CH3:11])[C:4]=2[CH:3]=1.C([O-])([O-])=O.[K+].[K+].